From a dataset of Full USPTO retrosynthesis dataset with 1.9M reactions from patents (1976-2016). Predict the reactants needed to synthesize the given product. (1) Given the product [Cl:1][C:2]1[CH:7]=[C:6]([Cl:8])[C:5]2[S:11][C:10]([NH2:12])=[N:9][C:4]=2[CH:3]=1, predict the reactants needed to synthesize it. The reactants are: [Cl:1][C:2]1[CH:3]=[C:4]([NH:9][C:10]([NH2:12])=[S:11])[CH:5]=[C:6]([Cl:8])[CH:7]=1. (2) Given the product [N:9]([C:8]1[CH:10]=[CH:11][CH:12]=[C:6]([S:3]([CH3:2])(=[O:4])=[O:5])[CH:7]=1)=[C:18]=[S:19], predict the reactants needed to synthesize it. The reactants are: Cl.[CH3:2][S:3]([C:6]1[CH:7]=[C:8]([CH:10]=[CH:11][CH:12]=1)[NH2:9])(=[O:5])=[O:4].C(=O)([O-])[O-].[Ca+2].[C:18](Cl)(Cl)=[S:19].